This data is from CYP2D6 inhibition data for predicting drug metabolism from PubChem BioAssay. The task is: Regression/Classification. Given a drug SMILES string, predict its absorption, distribution, metabolism, or excretion properties. Task type varies by dataset: regression for continuous measurements (e.g., permeability, clearance, half-life) or binary classification for categorical outcomes (e.g., BBB penetration, CYP inhibition). Dataset: cyp2d6_veith. (1) The molecule is COc1ccc2c(C)cc(SCC(=O)c3ccc4c(c3)OCO4)nc2c1. The result is 1 (inhibitor). (2) The drug is S=C(S)NCCCn1ccnc1. The result is 1 (inhibitor). (3) The result is 0 (non-inhibitor). The drug is Cn1cc(-c2nc3cnc(N4CCNCC4)nc3n(CCC#N)c2=O)c2ccccc21.